Dataset: Peptide-MHC class I binding affinity with 185,985 pairs from IEDB/IMGT. Task: Regression. Given a peptide amino acid sequence and an MHC pseudo amino acid sequence, predict their binding affinity value. This is MHC class I binding data. (1) The peptide sequence is DVSRPTTVM. The MHC is HLA-A68:02 with pseudo-sequence YYAMYRNNVAQTDVDTLYIRYHYYTWAVWAYTWY. The binding affinity (normalized) is 0.360. (2) The peptide sequence is TTYLQYLT. The MHC is H-2-Kb with pseudo-sequence H-2-Kb. The binding affinity (normalized) is 0.280. (3) The peptide sequence is KVFSFWLLCK. The MHC is HLA-B51:01 with pseudo-sequence HLA-B51:01. The binding affinity (normalized) is 0.0998. (4) The peptide sequence is DPHGPVQLSYYD. The MHC is HLA-B07:02 with pseudo-sequence HLA-B07:02. The binding affinity (normalized) is 0.0244.